This data is from Forward reaction prediction with 1.9M reactions from USPTO patents (1976-2016). The task is: Predict the product of the given reaction. (1) Given the reactants [OH:1][C:2]1[CH:3]=[C:4]([CH:16]=[CH:17][CH:18]=1)[O:5][C:6]1[CH:7]=[C:8]([C:14]#[N:15])[CH:9]=[C:10]([CH:13]=1)[C:11]#[N:12].C(=O)([O-])[O-].[K+].[K+].Br[C:26]1[CH:33]=[CH:32][C:29]([C:30]#[N:31])=[CH:28][C:27]=1[C:34]#[N:35], predict the reaction product. The product is: [C:30]([C:29]1[CH:28]=[C:27]([C:34]#[N:35])[CH:26]=[CH:33][C:32]=1[O:1][C:2]1[CH:3]=[C:4]([CH:16]=[CH:17][CH:18]=1)[O:5][C:6]1[CH:13]=[C:10]([C:11]#[N:12])[CH:9]=[C:8]([CH:7]=1)[C:14]#[N:15])#[N:31]. (2) Given the reactants ClC1C=C2C(C)(C)C(/C=C/C(/C3C=CC=C(CCC(O[N:58]4[C:62](=[O:63])[CH2:61][CH2:60][C:59]4=[O:64])=O)C=3)=C/C=C3/N(CCCS([O-])(=O)=O)C4C(C/3(C)C)=CC(S([O-])(=O)=O)=CC=4)=NC2=[N+](CCCS([O-])(=O)=O)C=1.[Na+:65].[Na+].[C:67]([CH2:70][CH2:71][C:72]1[CH:77]=[CH:76][C:75](/[C:78](/[CH:103]=[CH:104]/[C:105]2[C:106]([CH3:123])([CH3:122])[C:107]3[C:108]([N:121]=2)=[N+:109]([CH2:114][CH2:115][CH2:116][S:117]([O-:120])(=[O:119])=[O:118])[CH:110]=[C:111]([Cl:113])[CH:112]=3)=[CH:79]\[CH:80]=[C:81]2\[N:82]([CH2:96][CH2:97][CH2:98][S:99]([O-:102])(=[O:101])=[O:100])[C:83]3[C:88]([C:89]\2([CH3:91])[CH3:90])=[CH:87][C:86]([S:92]([O-:95])(=[O:94])=[O:93])=[CH:85][CH:84]=3)=[CH:74][CH:73]=1)([OH:69])=[O:68].[Na+].[Na+], predict the reaction product. The product is: [Cl:113][C:111]1[CH:112]=[C:107]2[C:106]([CH3:123])([CH3:122])[C:105](/[CH:104]=[CH:103]/[C:78](/[C:75]3[CH:74]=[CH:73][C:72]([CH2:71][CH2:70][C:67]([O:69][N:58]4[C:62](=[O:63])[CH2:61][CH2:60][C:59]4=[O:64])=[O:68])=[CH:77][CH:76]=3)=[CH:79]/[CH:80]=[C:81]3/[N:82]([CH2:96][CH2:97][CH2:98][S:99]([O-:102])(=[O:101])=[O:100])[C:83]4[C:88]([C:89]/3([CH3:90])[CH3:91])=[CH:87][C:86]([S:92]([O-:95])(=[O:93])=[O:94])=[CH:85][CH:84]=4)=[N:121][C:108]2=[N+:109]([CH2:114][CH2:115][CH2:116][S:117]([O-:120])(=[O:118])=[O:119])[CH:110]=1.[Na+:65].[Na+:65]. (3) Given the reactants C[O:2][C:3]([C:5]1[CH:6]=[C:7]([C:19]2[CH:24]=[CH:23][C:22]([CH3:25])=[CH:21][CH:20]=2)[CH:8]=[C:9]([N:11]([CH2:17][CH3:18])[C:12](=[O:16])[CH:13]([CH3:15])[CH3:14])[CH:10]=1)=[O:4].[Li+].[OH-].Cl, predict the reaction product. The product is: [CH2:17]([N:11]([C:12](=[O:16])[CH:13]([CH3:15])[CH3:14])[C:9]1[CH:10]=[C:5]([C:3]([OH:4])=[O:2])[CH:6]=[C:7]([C:19]2[CH:20]=[CH:21][C:22]([CH3:25])=[CH:23][CH:24]=2)[CH:8]=1)[CH3:18]. (4) Given the reactants C1(P(=O)(C2C=CC=CC=2)C2C=CC=CC=2)C=CC=CC=1.FC(F)(F)S(OS(C(F)(F)F)(=O)=O)(=O)=O.C([S:43][C:44]([CH3:68])([CH3:67])[CH2:45][NH:46][C:47]([C:49]1[NH:50][C:51]2[C:56]([CH:57]=1)=[CH:55][CH:54]=[CH:53][C:52]=2[NH:58][S:59]([C:62]1[S:63][CH:64]=[CH:65][CH:66]=1)(=[O:61])=[O:60])=O)C1C=CC=CC=1, predict the reaction product. The product is: [CH3:67][C:44]1([CH3:68])[S:43][C:47]([C:49]2[NH:50][C:51]3[C:56]([CH:57]=2)=[CH:55][CH:54]=[CH:53][C:52]=3[NH:58][S:59]([C:62]2[S:63][CH:64]=[CH:65][CH:66]=2)(=[O:61])=[O:60])=[N:46][CH2:45]1. (5) Given the reactants [CH3:1][C:2]([CH3:14])([CH3:13])[CH2:3][CH:4]([C:6]1[CH:11]=[CH:10][C:9]([CH3:12])=[CH:8][CH:7]=1)[OH:5], predict the reaction product. The product is: [CH3:1][C:2]([CH3:14])([CH3:13])[CH2:3][C:4]([C:6]1[CH:7]=[CH:8][C:9]([CH3:12])=[CH:10][CH:11]=1)=[O:5].